This data is from Catalyst prediction with 721,799 reactions and 888 catalyst types from USPTO. The task is: Predict which catalyst facilitates the given reaction. (1) Reactant: [CH3:1][N:2]1[CH2:8][CH2:7][CH2:6][NH:5][CH2:4][CH2:3]1.Cl[C:10]1[N:11]=[CH:12][C:13]([C:16]([NH:18][C:19]2[NH:20][N:21]=[C:22]([CH2:24][CH2:25][C:26]3[CH:31]=[C:30]([O:32][CH3:33])[CH:29]=[C:28]([O:34][CH3:35])[CH:27]=3)[CH:23]=2)=[O:17])=[N:14][CH:15]=1. Product: [CH3:35][O:34][C:28]1[CH:27]=[C:26]([CH2:25][CH2:24][C:22]2[CH:23]=[C:19]([NH:18][C:16]([C:13]3[CH:12]=[N:11][C:10]([N:5]4[CH2:6][CH2:7][CH2:8][N:2]([CH3:1])[CH2:3][CH2:4]4)=[CH:15][N:14]=3)=[O:17])[NH:20][N:21]=2)[CH:31]=[C:30]([O:32][CH3:33])[CH:29]=1. The catalyst class is: 376. (2) Reactant: [CH:1]1([C:4]2[CH:48]=[CH:47][C:7]([CH2:8][O:9][C:10]3[CH:15]=[CH:14][C:13]([CH:16]4[CH2:19][N:18]([C:20]([C:22]5[CH:27]=[C:26]([CH2:28][O:29][CH2:30][C:31]6([CH2:43][OH:44])[CH2:36][O:35]C(C7C=CC=CC=7)[O:33][CH2:32]6)[CH:25]=[CH:24][N:23]=5)=[O:21])[CH2:17]4)=[CH:12][C:11]=3[O:45][CH3:46])=[CH:6][CH:5]=2)[CH2:3][CH2:2]1.Cl.[OH-].[Na+].C([O-])(O)=O.[Na+]. Product: [CH:1]1([C:4]2[CH:48]=[CH:47][C:7]([CH2:8][O:9][C:10]3[CH:15]=[CH:14][C:13]([CH:16]4[CH2:17][N:18]([C:20]([C:22]5[CH:27]=[C:26]([CH2:28][O:29][CH2:30][C:31]([CH2:32][OH:33])([CH2:36][OH:35])[CH2:43][OH:44])[CH:25]=[CH:24][N:23]=5)=[O:21])[CH2:19]4)=[CH:12][C:11]=3[O:45][CH3:46])=[CH:6][CH:5]=2)[CH2:2][CH2:3]1. The catalyst class is: 7. (3) Reactant: [Cl:1][C:2]1[C:3]([CH3:28])=[CH:4][C:5]2[N:11]=[C:10]([C:12]3[CH:17]=[CH:16][CH:15]=[C:14]([C:18]4[CH:23]=[CH:22][N:21]=[C:20]([CH2:24]O)[CH:19]=4)[CH:13]=3)[CH2:9][C:8](=[O:26])[NH:7][C:6]=2[CH:27]=1.S(Cl)(Cl)=O.[Cl-].[CH2:34]([NH:38][CH3:39])[CH:35]([CH3:37])[CH3:36]. Product: [Cl:1][C:2]1[C:3]([CH3:28])=[CH:4][C:5]2[N:11]=[C:10]([C:12]3[CH:17]=[CH:16][CH:15]=[C:14]([C:18]4[CH:23]=[CH:22][N:21]=[C:20]([CH2:24][N:38]([CH2:34][CH:35]([CH3:37])[CH3:36])[CH3:39])[CH:19]=4)[CH:13]=3)[CH2:9][C:8](=[O:26])[NH:7][C:6]=2[CH:27]=1. The catalyst class is: 59. (4) Reactant: [CH3:1][C:2]1[O:3][C:4]([C:7]2[CH:12]=[CH:11][C:10]([C:13]([F:16])([F:15])[F:14])=[CH:9][CH:8]=2)=[N:5][N:6]=1.C([Li])CCC.[CH3:22][C:23]([CH3:28])([CH3:27])[C@@H:24]1[O:26][CH2:25]1.B(F)(F)F.CCOCC.C(=O)(O)[O-].[Na+]. Product: [CH3:22][C:23]([CH3:28])([CH3:27])[C@H:24]([OH:26])[CH2:25][CH2:1][C:2]1[O:3][C:4]([C:7]2[CH:8]=[CH:9][C:10]([C:13]([F:16])([F:14])[F:15])=[CH:11][CH:12]=2)=[N:5][N:6]=1. The catalyst class is: 7. (5) Reactant: [N:1]1([CH2:7][CH2:8][CH2:9][NH2:10])[CH2:6][CH2:5][CH2:4][CH2:3][CH2:2]1.Cl[C:12]1[CH:21]=[N:20][C:19]2[C:14](=[CH:15][CH:16]=[C:17]([C:22]([NH:24][C:25]3[CH:30]=[C:29]([NH:31][C:32](=[O:44])[C:33]4[CH:38]=[CH:37][CH:36]=[C:35]([C:39]([C:42]#[N:43])([CH3:41])[CH3:40])[CH:34]=4)[CH:28]=[CH:27][C:26]=3[CH3:45])=[O:23])[CH:18]=2)[N:13]=1. Product: [C:42]([C:39]([C:35]1[CH:34]=[C:33]([CH:38]=[CH:37][CH:36]=1)[C:32]([NH:31][C:29]1[CH:28]=[CH:27][C:26]([CH3:45])=[C:25]([NH:24][C:22]([C:17]2[CH:18]=[C:19]3[C:14](=[CH:15][CH:16]=2)[N:13]=[C:12]([NH:10][CH2:9][CH2:8][CH2:7][N:1]2[CH2:6][CH2:5][CH2:4][CH2:3][CH2:2]2)[CH:21]=[N:20]3)=[O:23])[CH:30]=1)=[O:44])([CH3:41])[CH3:40])#[N:43]. The catalyst class is: 5. (6) Reactant: [Cl:1][C:2]1[CH:19]=[CH:18][C:5]([CH2:6][C:7]2[C:8]([CH3:17])=[N:9][O:10][C:11]=2[C@H:12]2[CH2:16][CH2:15][CH2:14][NH:13]2)=[CH:4][CH:3]=1.[N:20]([C:23]1[CH:28]=[CH:27][C:26]([C:29]([F:32])([F:31])[F:30])=[CH:25][CH:24]=1)=[C:21]=[O:22]. Product: [Cl:1][C:2]1[CH:19]=[CH:18][C:5]([CH2:6][C:7]2[C:8]([CH3:17])=[N:9][O:10][C:11]=2[C@H:12]2[CH2:16][CH2:15][CH2:14][N:13]2[C:21]([NH:20][C:23]2[CH:24]=[CH:25][C:26]([C:29]([F:30])([F:31])[F:32])=[CH:27][CH:28]=2)=[O:22])=[CH:4][CH:3]=1. The catalyst class is: 4. (7) Reactant: [CH:1]1([C:4]2[NH:8][N:7]=[C:6]([NH:9][C:10]3[CH:15]=[CH:14][N:13]=[C:12]([NH:16][CH2:17][C:18]4[CH:26]=[C:25]5[C:21]([CH:22]=[CH:23][N:24]5S(C5C=CC(C)=CC=5)(=O)=O)=[CH:20][CH:19]=4)[N:11]=3)[CH:5]=2)[CH2:3][CH2:2]1.[OH-].[K+]. Product: [NH:24]1[C:25]2[C:21](=[CH:20][CH:19]=[C:18]([CH2:17][NH:16][C:12]3[N:11]=[C:10]([NH:9][C:6]4[CH:5]=[C:4]([CH:1]5[CH2:2][CH2:3]5)[NH:8][N:7]=4)[CH:15]=[CH:14][N:13]=3)[CH:26]=2)[CH:22]=[CH:23]1. The catalyst class is: 24. (8) Reactant: [N+:1]([C:4]1[CH:5]=[C:6]([OH:10])[CH:7]=[CH:8][CH:9]=1)([O-:3])=[O:2].O[CH:12]1[CH2:16][CH2:15][N:14]([C:17]([O:19][C:20]([CH3:23])([CH3:22])[CH3:21])=[O:18])[CH2:13]1.C1C=CC(P(C2C=CC=CC=2)C2C=CC=CC=2)=CC=1.CCOC(/N=N/C(OCC)=O)=O. Product: [N+:1]([C:4]1[CH:5]=[C:6]([CH:7]=[CH:8][CH:9]=1)[O:10][CH:16]1[CH2:12][CH2:13][N:14]([C:17]([O:19][C:20]([CH3:23])([CH3:22])[CH3:21])=[O:18])[CH2:15]1)([O-:3])=[O:2]. The catalyst class is: 1.